This data is from Catalyst prediction with 721,799 reactions and 888 catalyst types from USPTO. The task is: Predict which catalyst facilitates the given reaction. (1) Reactant: S(=O)(=O)(O)O.[C:6]([C:10]1[CH:11]=[N:12][CH:13]=[CH:14][CH:15]=1)(=[O:9])[CH2:7][CH3:8].[CH3:16][C:17](C)([CH3:21])[C:18](O)=O.S(OOS([O-])(=O)=O)([O-])(=O)=O.[NH4+].[NH4+].N. Product: [C:17]([C:13]1[N:12]=[CH:11][C:10]([C:6](=[O:9])[CH2:7][CH3:8])=[CH:15][CH:14]=1)([CH3:21])([CH3:18])[CH3:16]. The catalyst class is: 716. (2) Reactant: [CH2:1]([C:3]1[C:11]2[C:6](=[CH:7][CH:8]=[CH:9][C:10]=2[NH:12][C:13]([C:15]2[N:19]3[CH:20]=[CH:21][CH:22]=[CH:23][C:18]3=[N:17][CH:16]=2)=[O:14])[N:5]([CH2:24][C:25]2[CH:30]=[CH:29][CH:28]=[C:27]([OH:31])[N:26]=2)[N:4]=1)[CH3:2].C([O-])([O-])=O.[K+].[K+].I[CH2:39][CH3:40]. Product: [CH2:1]([C:3]1[C:11]2[C:6](=[CH:7][CH:8]=[CH:9][C:10]=2[NH:12][C:13]([C:15]2[N:19]3[CH:20]=[CH:21][CH:22]=[CH:23][C:18]3=[N:17][CH:16]=2)=[O:14])[N:5]([CH2:24][C:25]2[N:26]([CH2:39][CH3:40])[C:27](=[O:31])[CH:28]=[CH:29][CH:30]=2)[N:4]=1)[CH3:2]. The catalyst class is: 3. (3) Reactant: [CH2:1]([O:8][C:9]([NH:11][C@H:12]1[CH2:16][CH2:15][N:14]([C@H:17]2[CH2:22][CH2:21][C@@H:20]([NH:23]C(OC(C)(C)C)=O)[CH2:19][C@H:18]2[C:31]([O:33][CH3:34])=[O:32])[C:13]1=[O:35])=[O:10])[C:2]1[CH:7]=[CH:6][CH:5]=[CH:4][CH:3]=1.C(O)(C(F)(F)F)=O. Product: [NH2:23][C@H:20]1[CH2:19][C@@H:18]([C:31]([O:33][CH3:34])=[O:32])[C@@H:17]([N:14]2[CH2:15][CH2:16][C@H:12]([NH:11][C:9]([O:8][CH2:1][C:2]3[CH:7]=[CH:6][CH:5]=[CH:4][CH:3]=3)=[O:10])[C:13]2=[O:35])[CH2:22][CH2:21]1. The catalyst class is: 2. (4) Reactant: C([O:3][C:4](=[O:33])[CH2:5][C@@H:6]1[C:18]2[N:17]([C@H:19]([C:21]3[CH:26]=[CH:25][C:24]([Cl:27])=[CH:23][CH:22]=3)[CH3:20])[C:16]3[C:11](=[CH:12][C:13]([F:32])=[CH:14][C:15]=3[S:28]([CH3:31])(=[O:30])=[O:29])[C:10]=2[CH2:9][CH2:8][CH2:7]1)C.C(OC(=O)C[C@H]1C2N([C@H](C3C=CC(Cl)=CC=3)C)C3C(=CC(F)=CC=3S(C)(=O)=O)C=2CCC1)C.[Li+].[OH-].CC(O)=O. Product: [Cl:27][C:24]1[CH:23]=[CH:22][C:21]([C@@H:19]([N:17]2[C:18]3[C@@H:6]([CH2:5][C:4]([OH:33])=[O:3])[CH2:7][CH2:8][CH2:9][C:10]=3[C:11]3[C:16]2=[C:15]([S:28]([CH3:31])(=[O:29])=[O:30])[CH:14]=[C:13]([F:32])[CH:12]=3)[CH3:20])=[CH:26][CH:25]=1. The catalyst class is: 36. (5) Reactant: [NH2:1][C:2]1[CH:7]=[N:6][CH:5]=[C:4](Cl)[N:3]=1.[C:9]([N:16]1[C:24]2[C:19](=[CH:20][C:21]([F:25])=[CH:22][CH:23]=2)[CH:18]=[C:17]1B(O)O)([O:11][C:12]([CH3:15])([CH3:14])[CH3:13])=[O:10].C([O-])([O-])=O.[K+].[K+].CC#N. Product: [NH2:1][C:2]1[N:3]=[C:4]([C:17]2[N:16]([C:9]([O:11][C:12]([CH3:15])([CH3:14])[CH3:13])=[O:10])[C:24]3[C:19]([CH:18]=2)=[CH:20][C:21]([F:25])=[CH:22][CH:23]=3)[CH:5]=[N:6][CH:7]=1. The catalyst class is: 103. (6) Reactant: Cl[CH2:2][C:3]1[N+:12]([O-:13])=[C:11]([C:14]2[CH:19]=[CH:18][C:17]3[O:20][CH2:21][O:22][C:16]=3[CH:15]=2)[C:10]2[C:5](=[CH:6][C:7]3[O:25][CH2:24][O:23][C:8]=3[CH:9]=2)[N:4]=1.[NH:26]1[CH:30]=[CH:29][N:28]=[CH:27]1. Product: [N:26]1([CH2:2][C:3]2[N+:12]([O-:13])=[C:11]([C:14]3[CH:19]=[CH:18][C:17]4[O:20][CH2:21][O:22][C:16]=4[CH:15]=3)[C:10]3[C:5](=[CH:6][C:7]4[O:25][CH2:24][O:23][C:8]=4[CH:9]=3)[N:4]=2)[CH:30]=[CH:29][N:28]=[CH:27]1. The catalyst class is: 3. (7) Reactant: [Cl:1][C:2]1[CH:3]=[C:4]([CH:17]=[CH:18][C:19]=1[Cl:20])[O:5][C:6]1[CH:16]=[CH:15][C:9]([C:10]([O:12]CC)=[O:11])=[CH:8][CH:7]=1.[OH-].[Na+]. Product: [Cl:1][C:2]1[CH:3]=[C:4]([CH:17]=[CH:18][C:19]=1[Cl:20])[O:5][C:6]1[CH:16]=[CH:15][C:9]([C:10]([OH:12])=[O:11])=[CH:8][CH:7]=1. The catalyst class is: 14. (8) Reactant: Br[C:2]1[CH:12]=[CH:11][C:5]2[O:6][C:7]([F:10])([F:9])[O:8][C:4]=2[CH:3]=1.B1(B2OC(C)(C)C(C)(C)O2)OC(C)(C)C(C)(C)O1.C([O-])(=O)C.[K+].Br[C:37]1[CH:38]=[C:39]2[C:44](=[CH:45][CH:46]=1)[NH:43][C:42](=[O:47])[CH2:41][CH2:40]2.C(=O)([O-])[O-].[Na+].[Na+]. Product: [F:9][C:7]1([F:10])[O:6][C:5]2[CH:11]=[CH:12][C:2]([C:37]3[CH:38]=[C:39]4[C:44](=[CH:45][CH:46]=3)[NH:43][C:42](=[O:47])[CH2:41][CH2:40]4)=[CH:3][C:4]=2[O:8]1. The catalyst class is: 9. (9) Reactant: [CH3:1][O:2][C:3]1[N:10]=[C:9]([CH3:11])[CH:8]=[C:7]([CH:12]([CH2:14][CH:15]=[CH2:16])[CH3:13])[C:4]=1[C:5]#[N:6].[H-].[H-].[H-].[H-].[Li+].[Al+3]. Product: [CH3:1][O:2][C:3]1[C:4]([CH2:5][NH2:6])=[C:7]([CH:12]([CH2:14][CH:15]=[CH2:16])[CH3:13])[CH:8]=[C:9]([CH3:11])[N:10]=1. The catalyst class is: 28.